Dataset: Forward reaction prediction with 1.9M reactions from USPTO patents (1976-2016). Task: Predict the product of the given reaction. (1) Given the reactants [CH3:1][C:2]1[C:3]([N:9]2[CH2:14][CH2:13][N:12]([C:15]([C:17]3[CH:25]=[CH:24][C:23]([N:26]4[CH2:30][CH2:29][CH2:28][C:27]4=[O:31])=[CH:22][C:18]=3[C:19]([NH2:21])=[O:20])=[O:16])[CH2:11][CH2:10]2)=[N:4][CH:5]=[C:6]([CH3:8])[CH:7]=1.[C:32](O[C:32]([O:34][C:35]([CH3:38])([CH3:37])[CH3:36])=[O:33])([O:34][C:35]([CH3:38])([CH3:37])[CH3:36])=[O:33], predict the reaction product. The product is: [C:35]([O:34][C:32]([N:21]([C:32]([O:34][C:35]([CH3:38])([CH3:37])[CH3:36])=[O:33])[C:19](=[O:20])[C:18]1[CH:22]=[C:23]([N:26]2[CH2:30][CH2:29][CH2:28][C:27]2=[O:31])[CH:24]=[CH:25][C:17]=1[C:15]([N:12]1[CH2:11][CH2:10][N:9]([C:3]2[C:2]([CH3:1])=[CH:7][C:6]([CH3:8])=[CH:5][N:4]=2)[CH2:14][CH2:13]1)=[O:16])=[O:33])([CH3:38])([CH3:37])[CH3:36]. (2) Given the reactants [CH3:1][S:2](Cl)(=[O:4])=[O:3].[N+:6]([C:9]1[CH:14]=[CH:13][C:12]([CH2:15][CH2:16][OH:17])=[CH:11][CH:10]=1)([O-:8])=[O:7].CCN(CC)CC.C([O-])(O)=O.[Na+], predict the reaction product. The product is: [CH3:1][S:2]([O:17][CH2:16][CH2:15][C:12]1[CH:11]=[CH:10][C:9]([N+:6]([O-:8])=[O:7])=[CH:14][CH:13]=1)(=[O:4])=[O:3].